Task: Predict the product of the given reaction.. Dataset: Forward reaction prediction with 1.9M reactions from USPTO patents (1976-2016) (1) Given the reactants C(O[C:6]([N:8]([CH:10]1[CH2:14][CH2:13][N:12]([S:15]([C:18]2[C:19]3[C:20]([F:28])=[CH:21][N:22]=[CH:23][C:24]=3[CH:25]=[CH:26][CH:27]=2)(=[O:17])=[O:16])[CH2:11]1)C)=O)(C)(C)C.FC1C2C(S([Cl:43])(=O)=O)=CC=CC=2C=NC=1.C(OC(N(C1CCNC1)C)=O)(C)(C)C.BrC1C2C(S(Cl)(=O)=O)=CC=CC=2C=NC=1.C(OC(N([C@H]1CCNC1)C)=O)(C)(C)C, predict the reaction product. The product is: [F:28][C:20]1[C:19]2[C:18]([S:15]([N:12]3[CH2:13][CH2:14][CH:10]([NH:8][CH3:6])[CH2:11]3)(=[O:16])=[O:17])=[CH:27][CH:26]=[CH:25][C:24]=2[CH:23]=[N:22][CH:21]=1.[ClH:43]. (2) The product is: [CH2:11]([N:13]([CH3:14])[C:4](=[O:10])[C:5]([OH:7])=[O:6])[CH3:12]. Given the reactants CN.Cl[C:4](=[O:10])[C:5]([O:7]CC)=[O:6].[CH2:11]([N:13](CC)[CH2:14]C)[CH3:12], predict the reaction product.